Dataset: Reaction yield outcomes from USPTO patents with 853,638 reactions. Task: Predict the reaction yield, written as a fraction of the theoretical maximum amount of product (1.0 means a 100% yield; for example, 0.34 means a 34% yield). (1) The reactants are Cl[C:2]1[C:3]2[N:4]([C:8]([C:11]3[CH:16]=[CH:15][CH:14]=[CH:13][CH:12]=3)=[N:9][N:10]=2)[CH:5]=[CH:6][N:7]=1.[H][H]. The catalyst is CCO.[Pd]. The product is [C:11]1([C:8]2[N:4]3[CH2:5][CH2:6][NH:7][CH2:2][C:3]3=[N:10][N:9]=2)[CH:12]=[CH:13][CH:14]=[CH:15][CH:16]=1. The yield is 1.00. (2) The reactants are [Cl:1][C:2]1[CH:7]=[CH:6][C:5]([C:8]2([CH3:20])[C:13]([C:14]([O:16][CH3:17])=[O:15])=[CH:12][CH2:11][CH:10]([CH2:18]O)[CH2:9]2)=[CH:4][C:3]=1[C:21]([F:24])([F:23])[F:22].C1(P(C2C=CC=CC=2)C2C=CC=CC=2)C=CC=CC=1.[NH:44]=[N+:45]=[N-:46].N(C(OCC)=O)=NC(OCC)=O. The catalyst is C1COCC1. The product is [N:44]([CH2:18][CH:10]1[CH2:9][C:8]([C:5]2[CH:6]=[CH:7][C:2]([Cl:1])=[C:3]([C:21]([F:24])([F:23])[F:22])[CH:4]=2)([CH3:20])[C:13]([C:14]([O:16][CH3:17])=[O:15])=[CH:12][CH2:11]1)=[N+:45]=[N-:46]. The yield is 0.510. (3) The reactants are [CH3:1][O:2][C:3]1[CH:12]=[CH:11][C:6]2[S:7]C(=O)[O:9][C:5]=2[CH:4]=1.[OH-].[K+].Cl. The catalyst is CO.O. The product is [CH3:1][O:2][C:3]1[CH:12]=[CH:11][C:6]([SH:7])=[C:5]([OH:9])[CH:4]=1. The yield is 0.920.